From a dataset of Full USPTO retrosynthesis dataset with 1.9M reactions from patents (1976-2016). Predict the reactants needed to synthesize the given product. Given the product [CH2:9]([O:11][C:12](=[O:13])[NH:1][CH:2]1[CH2:7][CH2:6][CH2:5][CH2:4][CH:3]1[OH:8])[CH3:10], predict the reactants needed to synthesize it. The reactants are: [NH2:1][CH:2]1[CH2:7][CH2:6][CH2:5][CH2:4][CH:3]1[OH:8].[CH2:9]([O:11][C:12](Cl)=[O:13])[CH3:10].C([O-])([O-])=O.[K+].[K+].